From a dataset of Peptide-MHC class II binding affinity with 134,281 pairs from IEDB. Regression. Given a peptide amino acid sequence and an MHC pseudo amino acid sequence, predict their binding affinity value. This is MHC class II binding data. (1) The peptide sequence is SLYNTVATLYCVHAGIEV. The MHC is DRB5_0101 with pseudo-sequence DRB5_0101. The binding affinity (normalized) is 0.0538. (2) The peptide sequence is DYFSLVLTNACELGE. The MHC is DRB1_0101 with pseudo-sequence DRB1_0101. The binding affinity (normalized) is 0.705. (3) The peptide sequence is IAATAANAAPTNDKF. The MHC is HLA-DQA10102-DQB10602 with pseudo-sequence HLA-DQA10102-DQB10602. The binding affinity (normalized) is 0.408. (4) The peptide sequence is PRFLEQVKHECHF. The MHC is DRB1_0101 with pseudo-sequence DRB1_0101. The binding affinity (normalized) is 0.0469. (5) The peptide sequence is CGRRHSVRIRVRSGG. The MHC is DRB1_1101 with pseudo-sequence DRB1_1101. The binding affinity (normalized) is 0.505. (6) The peptide sequence is YCYLATVSDLSTKAA. The MHC is DRB1_0101 with pseudo-sequence DRB1_0101. The binding affinity (normalized) is 0.808. (7) The peptide sequence is VPPADKYKTFEAAFT. The MHC is HLA-DPA10103-DPB10301 with pseudo-sequence HLA-DPA10103-DPB10301. The binding affinity (normalized) is 0.0462. (8) The peptide sequence is ASIIRLVGAVLAEQH. The MHC is HLA-DPA10301-DPB10402 with pseudo-sequence HLA-DPA10301-DPB10402. The binding affinity (normalized) is 0.415.